From a dataset of Full USPTO retrosynthesis dataset with 1.9M reactions from patents (1976-2016). Predict the reactants needed to synthesize the given product. (1) Given the product [F:25][CH2:26][CH:27]([C:29]1[CH:34]=[CH:33][C:32]([N:35]2[CH2:39][CH2:38][C:37]3([CH2:44][CH2:43][N:42]([S:45]([C:48]4[CH:53]=[CH:52][CH:51]=[CH:50][C:49]=4[C:54]([F:57])([F:56])[F:55])(=[O:46])=[O:47])[CH2:41][CH2:40]3)[C:36]2=[O:58])=[CH:31][CH:30]=1)[OH:28], predict the reactants needed to synthesize it. The reactants are: FC(F)(F)C1C=CC=CC=1S(N1CCC2(C(=O)NCC2)CC1)(=O)=O.[F:25][C:26](F)(F)[CH:27]([C:29]1[CH:34]=[CH:33][C:32]([N:35]2[CH2:39][CH2:38][C:37]3([CH2:44][CH2:43][N:42]([S:45]([C:48]4[CH:53]=[CH:52][CH:51]=[CH:50][C:49]=4[C:54]([F:57])([F:56])[F:55])(=[O:47])=[O:46])[CH2:41][CH2:40]3)[C:36]2=[O:58])=[CH:31][CH:30]=1)[OH:28].FCC(C1C=CC(I)=CC=1)O. (2) Given the product [N:18]1[CH:19]=[CH:20][CH:21]=[CH:22][C:17]=1[N:3]1[C:11]2[C:6](=[CH:7][CH:8]=[CH:9][CH:10]=2)[C:5]([C:12]([O:14][CH3:15])=[O:13])=[CH:4]1, predict the reactants needed to synthesize it. The reactants are: [H-].[Na+].[NH:3]1[C:11]2[C:6](=[CH:7][CH:8]=[CH:9][CH:10]=2)[C:5]([C:12]([O:14][CH3:15])=[O:13])=[CH:4]1.F[C:17]1[CH:22]=[CH:21][CH:20]=[CH:19][N:18]=1. (3) Given the product [F:29][C:24]1[CH:25]=[N:26][CH:27]=[CH:28][C:23]=1[C:17]1[N:16]=[C:15]([N:1]2[CH2:6][CH2:5][O:4][CH2:3][CH2:2]2)[N:20]([CH3:21])[C:19](=[O:22])[CH:18]=1, predict the reactants needed to synthesize it. The reactants are: [NH:1]1[CH2:6][CH2:5][O:4][CH2:3][CH2:2]1.C(N(CC)CC)C.Cl[C:15]1[N:20]([CH3:21])[C:19](=[O:22])[CH:18]=[C:17]([C:23]2[CH:28]=[CH:27][N:26]=[CH:25][C:24]=2[F:29])[N:16]=1. (4) The reactants are: [CH2:1]([C:3]1[CH:31]=[CH:30][C:6]([C:7]([N:9]2[CH2:14][CH2:13][C:12]3([O:19][C:18]4[CH:20]=[C:21]([C:24](O)=[O:25])[CH:22]=[CH:23][C:17]=4[N:16]4[CH:27]=[CH:28][CH:29]=[C:15]34)[CH2:11][CH2:10]2)=[O:8])=[CH:5][C:4]=1[O:32][CH3:33])[CH3:2].[CH3:34][N:35](C(ON1N=NC2C=CC=NC1=2)=[N+](C)C)[CH3:36].F[P-](F)(F)(F)(F)F.Cl.CNC.CCN(C(C)C)C(C)C. Given the product [CH2:1]([C:3]1[CH:31]=[CH:30][C:6]([C:7]([N:9]2[CH2:14][CH2:13][C:12]3([O:19][C:18]4[CH:20]=[C:21]([C:24]([N:35]([CH3:36])[CH3:34])=[O:25])[CH:22]=[CH:23][C:17]=4[N:16]4[CH:27]=[CH:28][CH:29]=[C:15]34)[CH2:11][CH2:10]2)=[O:8])=[CH:5][C:4]=1[O:32][CH3:33])[CH3:2], predict the reactants needed to synthesize it.